Dataset: Full USPTO retrosynthesis dataset with 1.9M reactions from patents (1976-2016). Task: Predict the reactants needed to synthesize the given product. (1) Given the product [CH2:1]([N:4]1[CH:8]=[CH:7][N:6]=[C:5]1[C:9]1[S:10][C:11]([C:36]2[C:37]([CH3:45])=[N:38][N:39]3[CH:44]=[CH:43][CH:42]=[CH:41][C:40]=23)=[CH:12][C:13]=1[C:14]1[CH:19]=[CH:18][C:17]([Cl:20])=[CH:16][C:15]=1[Cl:21])[CH:2]=[CH2:3], predict the reactants needed to synthesize it. The reactants are: [CH2:1]([N:4]1[CH:8]=[CH:7][N:6]=[C:5]1[C:9]1[S:10][C:11]([Sn](CCCC)(CCCC)CCCC)=[CH:12][C:13]=1[C:14]1[CH:19]=[CH:18][C:17]([Cl:20])=[CH:16][C:15]=1[Cl:21])[CH:2]=[CH2:3].Br[C:36]1[C:37]([CH3:45])=[N:38][N:39]2[CH:44]=[CH:43][CH:42]=[CH:41][C:40]=12. (2) Given the product [NH2:42][C:38]1[N:37]=[C:36]([C:35]2[S:34][C:33]([C:43]([CH3:45])([CH3:46])[CH3:44])=[N:32][C:31]=2[C:27]2[C:26]([F:47])=[C:25]([NH:24][S:7]([C:2]3[CH:3]=[CH:4][CH:5]=[CH:6][N:1]=3)(=[O:9])=[O:8])[CH:30]=[CH:29][CH:28]=2)[CH:41]=[CH:40][N:39]=1, predict the reactants needed to synthesize it. The reactants are: [N:1]1[CH:6]=[CH:5][CH:4]=[CH:3][C:2]=1[S:7]([O-:9])=[O:8].[Na+].ClN1C(=O)CCC1=O.S(Cl)(Cl)(=O)=O.[NH2:24][C:25]1[C:26]([F:47])=[C:27]([C:31]2[N:32]=[C:33]([C:43]([CH3:46])([CH3:45])[CH3:44])[S:34][C:35]=2[C:36]2[CH:41]=[CH:40][N:39]=[C:38]([NH2:42])[N:37]=2)[CH:28]=[CH:29][CH:30]=1.N1C=CC=CC=1. (3) Given the product [C:20]([C:6]1[N:7]2[CH2:12][CH2:11][NH:10][CH2:9][C:8]2=[C:4]([C:1]([NH2:2])=[O:3])[C:5]=1[C:22]1[CH:27]=[CH:26][CH:25]=[C:24]([F:28])[CH:23]=1)#[N:21], predict the reactants needed to synthesize it. The reactants are: [C:1]([C:4]1[C:5]([C:22]2[CH:27]=[CH:26][CH:25]=[C:24]([F:28])[CH:23]=2)=[C:6]([C:20]#[N:21])[N:7]2[CH2:12][CH2:11][N:10](C(OC(C)(C)C)=O)[CH2:9][C:8]=12)(=[O:3])[NH2:2].FC(F)(F)C(O)=O. (4) Given the product [F:25][C:22]1[CH:23]=[CH:24][C:19]([C:17]#[C:18][C:2]2[CH:3]=[CH:4][C:5]([N:8]3[C:12](=[O:13])[CH2:11][C@H:10]4[CH2:14][CH2:15][CH2:16][C@@H:9]34)=[N:6][CH:7]=2)=[CH:20][CH:21]=1, predict the reactants needed to synthesize it. The reactants are: I[C:2]1[CH:3]=[CH:4][C:5]([N:8]2[C:12](=[O:13])[CH2:11][C@H:10]3[CH2:14][CH2:15][CH2:16][C@@H:9]23)=[N:6][CH:7]=1.[C:17]([C:19]1[CH:24]=[CH:23][C:22]([F:25])=[CH:21][CH:20]=1)#[CH:18]. (5) Given the product [CH3:43][N:41]1[CH:42]=[C:38]([C:36]2[N:23]3[C:24]([C:25]4[CH:26]=[C:27]([C:28]5[CH:29]=[CH:30][CH:31]=[CH:32][CH:33]=5)[C:18]([C:15]5[CH:16]=[CH:17][C:12]([C:8]6([NH:7][C:6](=[O:44])[O:5][C:1]([CH3:4])([CH3:3])[CH3:2])[CH2:11][CH2:10][CH2:9]6)=[CH:13][CH:14]=5)=[N:19][C:20]=4[CH:21]=[CH:22]3)=[N:34][N:35]=2)[N:39]=[CH:40]1, predict the reactants needed to synthesize it. The reactants are: [C:1]([O:5][C:6](=[O:44])[NH:7][C:8]1([C:12]2[CH:17]=[CH:16][C:15]([C:18]3[C:27]([C:28]4[CH:33]=[CH:32][CH:31]=[CH:30][CH:29]=4)=[CH:26][C:25]4[C:20](=[CH:21][CH:22]=[N:23][C:24]=4[NH:34][NH:35][C:36]([C:38]4[N:39]=[CH:40][N:41]([CH3:43])[CH:42]=4)=O)[N:19]=3)=[CH:14][CH:13]=2)[CH2:11][CH2:10][CH2:9]1)([CH3:4])([CH3:3])[CH3:2].C(O)(=O)C.O1CCOCC1.